This data is from Catalyst prediction with 721,799 reactions and 888 catalyst types from USPTO. The task is: Predict which catalyst facilitates the given reaction. Reactant: N[C:2]1[C:10]2[S:9][C:8]([NH:11][C:12]([CH:14]3[CH2:16][CH2:15]3)=[O:13])=[N:7][C:6]=2[CH:5]=[CH:4][C:3]=1[O:17][C:18]1[CH:19]=[C:20]([NH:24][C:25](=[O:37])[C:26]2[CH:31]=[CH:30][CH:29]=[C:28]([C:32]([C:35]#[N:36])([CH3:34])[CH3:33])[CH:27]=2)[CH:21]=[CH:22][CH:23]=1.[CH2:38]=O.[C:40]([BH3-])#[N:41].[Na+]. Product: [C:35]([C:32]([C:28]1[CH:27]=[C:26]([CH:31]=[CH:30][CH:29]=1)[C:25]([NH:24][C:20]1[CH:21]=[CH:22][CH:23]=[C:18]([O:17][C:3]2[CH:4]=[CH:5][C:6]3[N:7]=[C:8]([NH:11][C:12]([CH:14]4[CH2:16][CH2:15]4)=[O:13])[S:9][C:10]=3[C:2]=2[N:41]([CH3:40])[CH3:38])[CH:19]=1)=[O:37])([CH3:34])[CH3:33])#[N:36]. The catalyst class is: 342.